Dataset: Peptide-MHC class I binding affinity with 185,985 pairs from IEDB/IMGT. Task: Regression. Given a peptide amino acid sequence and an MHC pseudo amino acid sequence, predict their binding affinity value. This is MHC class I binding data. (1) The peptide sequence is TSCAPMMQK. The MHC is HLA-B18:01 with pseudo-sequence HLA-B18:01. The binding affinity (normalized) is 0.0847. (2) The peptide sequence is SEFWLNYTA. The MHC is HLA-B45:06 with pseudo-sequence HLA-B45:06. The binding affinity (normalized) is 0.352.